From a dataset of Forward reaction prediction with 1.9M reactions from USPTO patents (1976-2016). Predict the product of the given reaction. (1) Given the reactants [C:1]([C:3]1[N:8]=[CH:7][C:6]([NH:9][CH2:10][C@@H:11]([NH:13]C(=O)OC(C)(C)C)[CH3:12])=[CH:5][C:4]=1[NH:21][C:22]1[CH:27]=[C:26]([CH3:28])[CH:25]=[C:24]([CH3:29])[N:23]=1)#[N:2].[F:30][C:31]([F:36])([F:35])[C:32]([OH:34])=[O:33], predict the reaction product. The product is: [OH:34][C:32]([C:31]([F:36])([F:35])[F:30])=[O:33].[NH2:13][C@@H:11]([CH3:12])[CH2:10][NH:9][C:6]1[CH:5]=[C:4]([NH:21][C:22]2[CH:27]=[C:26]([CH3:28])[CH:25]=[C:24]([CH3:29])[N:23]=2)[C:3]([C:1]#[N:2])=[N:8][CH:7]=1. (2) Given the reactants [Cl:1][C:2]1[C:6]([Cl:7])=[C:5]([CH3:8])[NH:4][C:3]=1[C:9]([NH:11][CH:12]1[CH2:17][CH2:16][N:15]([C:18](OC(C)(C)C)=O)[CH2:14][CH2:13]1)=[O:10].BrC1[C:35]2[C:30](=[CH:31][CH:32]=[CH:33][CH:34]=2)[N:29]=[C:28]([C:36]([OH:38])=[O:37])[CH:27]=1.C(=O)(O)[O-].[Na+], predict the reaction product. The product is: [Cl:1][C:2]1[C:6]([Cl:7])=[C:5]([CH3:8])[NH:4][C:3]=1[C:9]([NH:11][CH:12]1[CH2:13][CH2:14][N:15]([C:18]2[C:35]3[C:30](=[CH:31][CH:32]=[CH:33][CH:34]=3)[N:29]=[C:28]([C:36]([OH:38])=[O:37])[CH:27]=2)[CH2:16][CH2:17]1)=[O:10]. (3) Given the reactants [CH2:1]([N:3]1[C:12](=[O:13])[C:11]2[C:6](=[C:7]([N:14]3[C:20](=[O:21])[C:19]4[CH:22]=[N:23][C:24](SC)=[N:25][C:18]=4[N:17]4[CH2:28][CH2:29][CH2:30][C@H:16]4[CH2:15]3)[CH:8]=[CH:9][CH:10]=2)[N:5]=[CH:4]1)[CH3:2].C1C=C(Cl)C=C(C(OO)=O)C=1.C(Cl)(Cl)Cl.O.[NH3:47], predict the reaction product. The product is: [NH2:47][C:24]1[N:23]=[CH:22][C:19]2[C:20](=[O:21])[N:14]([C:7]3[CH:8]=[CH:9][CH:10]=[C:11]4[C:6]=3[N:5]=[CH:4][N:3]([CH2:1][CH3:2])[C:12]4=[O:13])[CH2:15][C@@H:16]3[CH2:30][CH2:29][CH2:28][N:17]3[C:18]=2[N:25]=1. (4) Given the reactants [OH:1][CH:2]([C:23]1[CH:28]=[CH:27][N:26]=[CH:25][CH:24]=1)[C:3]1[CH:22]=[CH:21][C:6]([C:7]([NH:9][C:10]2[S:11][C:12]3[CH:18]=[C:17]([O:19][CH3:20])[CH:16]=[CH:15][C:13]=3[N:14]=2)=[O:8])=[CH:5][CH:4]=1, predict the reaction product. The product is: [C:2]([C:3]1[CH:4]=[CH:5][C:6]([C:7]([NH:9][C:10]2[S:11][C:12]3[CH:18]=[C:17]([O:19][CH3:20])[CH:16]=[CH:15][C:13]=3[N:14]=2)=[O:8])=[CH:21][CH:22]=1)(=[O:1])[C:23]1[CH:24]=[CH:25][N:26]=[CH:27][CH:28]=1. (5) Given the reactants Cl.CN[O:4]C.C(N(CC)CC)C.[CH2:13]([N:20]([CH2:33][C:34]1[CH:39]=[CH:38][CH:37]=[CH:36][CH:35]=1)[S:21]([C:24]1[CH:32]=[CH:31][C:27]([C:28](Cl)=[O:29])=[CH:26][CH:25]=1)(=[O:23])=[O:22])[C:14]1[CH:19]=[CH:18][CH:17]=[CH:16][CH:15]=1, predict the reaction product. The product is: [CH2:13]([N:20]([CH2:33][C:34]1[CH:39]=[CH:38][CH:37]=[CH:36][CH:35]=1)[S:21]([C:24]1[CH:32]=[CH:31][C:27]([C:28]([OH:4])=[O:29])=[CH:26][CH:25]=1)(=[O:23])=[O:22])[C:14]1[CH:19]=[CH:18][CH:17]=[CH:16][CH:15]=1.